Dataset: Forward reaction prediction with 1.9M reactions from USPTO patents (1976-2016). Task: Predict the product of the given reaction. Given the reactants [F:1][CH:2]([F:39])[O:3][C:4]1[CH:9]=[CH:8][CH:7]=[CH:6][C:5]=1[CH2:10][C:11]1[N:15]2[CH:16]=[C:17]([C:21]3[CH:22]=[N:23][C:24]([C:27]4[CH2:32][CH2:31][CH:30]([C:33]([O:35][CH2:36][CH3:37])=[O:34])[CH2:29][CH:28]=4)=[N:25][CH:26]=3)[C:18]([F:20])=[CH:19][C:14]2=[N:13][C:12]=1[CH3:38], predict the reaction product. The product is: [F:39][CH:2]([F:1])[O:3][C:4]1[CH:9]=[CH:8][CH:7]=[CH:6][C:5]=1[CH2:10][C:11]1[N:15]2[CH:16]=[C:17]([C:21]3[CH:22]=[N:23][C:24]([CH:27]4[CH2:28][CH2:29][CH:30]([C:33]([O:35][CH2:36][CH3:37])=[O:34])[CH2:31][CH2:32]4)=[N:25][CH:26]=3)[C:18]([F:20])=[CH:19][C:14]2=[N:13][C:12]=1[CH3:38].